Dataset: Full USPTO retrosynthesis dataset with 1.9M reactions from patents (1976-2016). Task: Predict the reactants needed to synthesize the given product. (1) Given the product [CH2:8]([N:7]1[C:1](=[NH:2])/[C:3](=[CH:16]/[C:18]2[CH:36]=[CH:35][C:21]([O:22][C:23]3[CH:30]=[CH:29][C:26]([C:27]([NH2:28])=[O:13])=[CH:25][C:24]=3[C:31]([F:34])([F:33])[F:32])=[C:20]([O:37][CH3:38])[CH:19]=2)/[NH:4][C:5]1=[O:6])[CH3:9], predict the reactants needed to synthesize it. The reactants are: [C:1]([CH2:3][NH:4][C:5]([NH:7][CH2:8][CH3:9])=[O:6])#[N:2].CC(C)([O-:13])C.[K+].[CH:16]([C:18]1[CH:36]=[CH:35][C:21]([O:22][C:23]2[CH:30]=[CH:29][C:26]([C:27]#[N:28])=[CH:25][C:24]=2[C:31]([F:34])([F:33])[F:32])=[C:20]([O:37][CH3:38])[CH:19]=1)=O.[Cl-].[NH4+]. (2) Given the product [NH2:55][C@H:52]([CH2:53][CH3:54])[C:50]([NH:49][C:46]1[CH:47]=[N:48][C:43]([O:42][C:38]2[C:37]3[C:33]([CH3:32])([CH3:63])[CH2:34][O:35][C:36]=3[CH:41]=[CH:40][CH:39]=2)=[CH:44][CH:45]=1)=[O:51], predict the reactants needed to synthesize it. The reactants are: CC(N([C@H](C)C(NC1C=NC(OC2C3C(C)(C)COC=3C=CC=2)=CC=1)=O)C(=O)[O-])(C)C.[CH3:32][C:33]1([CH3:63])[C:37]2[C:38]([O:42][C:43]3[N:48]=[CH:47][C:46]([NH:49][C:50]([C@H:52]([NH:55]C(=O)OC(C)(C)C)[CH2:53][CH3:54])=[O:51])=[CH:45][CH:44]=3)=[CH:39][CH:40]=[CH:41][C:36]=2[O:35][CH2:34]1. (3) Given the product [CH3:1][O:2][C:3](=[O:7])/[C:4](/[O:5][CH3:6])=[CH:41]/[C:35]1[C:36]2[S:37][CH:38]=[CH:39][C:40]=2[C:32]([O:31][CH2:30][CH2:29][C:19]2[N:20]=[C:21]([C:23]3[CH:28]=[CH:27][CH:26]=[CH:25][CH:24]=3)[O:22][C:18]=2[CH3:17])=[CH:33][CH:34]=1, predict the reactants needed to synthesize it. The reactants are: [CH3:1][O:2][C:3](=[O:7])[CH2:4][O:5][CH3:6].C(N(C(C)C)C(C)C)C.[CH3:17][C:18]1[O:22][C:21]([C:23]2[CH:28]=[CH:27][CH:26]=[CH:25][CH:24]=2)=[N:20][C:19]=1[CH2:29][CH2:30][O:31][C:32]1[C:40]2[CH:39]=[CH:38][S:37][C:36]=2[C:35]([CH:41]=O)=[CH:34][CH:33]=1.S(=O)(=O)(O)O. (4) Given the product [F:15][C:16]1[CH:17]=[C:18]([CH:30]=[CH:31][C:32]=1[F:33])[CH2:19][NH:20][C:21](=[O:29])[C:22]1[CH:27]=[CH:26][CH:25]=[N:24][C:23]=1[NH:1][CH2:2]/[CH:3]=[CH:4]/[C:5]1[CH:13]=[C:12]2[C:8]([CH2:9][C:10](=[O:14])[NH:11]2)=[CH:7][CH:6]=1, predict the reactants needed to synthesize it. The reactants are: [NH2:1][CH2:2]/[CH:3]=[CH:4]/[C:5]1[CH:13]=[C:12]2[C:8]([CH2:9][C:10](=[O:14])[NH:11]2)=[CH:7][CH:6]=1.[F:15][C:16]1[CH:17]=[C:18]([CH:30]=[CH:31][C:32]=1[F:33])[CH2:19][NH:20][C:21](=[O:29])[C:22]1[CH:27]=[CH:26][CH:25]=[N:24][C:23]=1F.C(=O)([O-])[O-].[Cs+].[Cs+].CS(C)=O. (5) Given the product [CH3:20][O:19][C:17](=[O:18])[CH2:16][N:5]1[CH:6]=[C:2]([CH3:1])[N:3]=[C:4]1[S:7][CH3:8], predict the reactants needed to synthesize it. The reactants are: [CH3:1][C:2]1[N:3]=[C:4]([S:7][CH3:8])[NH:5][CH:6]=1.C(=O)([O-])[O-].[Cs+].[Cs+].Br[CH2:16][C:17]([O:19][CH3:20])=[O:18]. (6) Given the product [C:14]([C:17]1[C:25]2[C:20](=[CH:21][C:22]([CH3:1])=[CH:23][CH:24]=2)[N:19]([CH2:27][C:28]([OH:30])=[O:29])[N:18]=1)(=[O:16])[NH2:15], predict the reactants needed to synthesize it. The reactants are: [CH3:1]C1C=C2C(C(C(O)=O)=NN2)=CC=1.[C:14]([C:17]1[C:25]2[C:20](=[CH:21][C:22](Cl)=[CH:23][CH:24]=2)[N:19]([CH2:27][C:28]([OH:30])=[O:29])[N:18]=1)(=[O:16])[NH2:15]. (7) Given the product [NH2:19][CH2:18][CH2:17][NH:16][S:13]([C:12]1[C:11]2[C:6](=[CH:7][CH:8]=[C:9]([Br:27])[CH:10]=2)[NH:5][C:4]=1[C:2]([NH2:1])=[O:3])(=[O:14])=[O:15], predict the reactants needed to synthesize it. The reactants are: [NH2:1][C:2]([C:4]1[NH:5][C:6]2[C:11]([C:12]=1[S:13]([NH:16][CH2:17][CH2:18][NH:19]C(=O)OC(C)(C)C)(=[O:15])=[O:14])=[CH:10][C:9]([Br:27])=[CH:8][CH:7]=2)=[O:3].Cl. (8) Given the product [CH3:15][O:14][C:12]([C:8]1([CH3:19])[C:7](=[O:16])[C:6]2[CH:5]=[N:4][CH:3]=[C:2]([Br:1])[C:11]=2[CH2:10][CH2:9]1)=[O:13], predict the reactants needed to synthesize it. The reactants are: [Br:1][C:2]1[C:11]2[CH2:10][CH2:9][CH:8]([C:12]([O:14][CH3:15])=[O:13])[C:7](=[O:16])[C:6]=2[CH:5]=[N:4][CH:3]=1.[H-].[Na+].[CH3:19]I.